From a dataset of Forward reaction prediction with 1.9M reactions from USPTO patents (1976-2016). Predict the product of the given reaction. (1) Given the reactants [CH3:1][C:2]([O:6][C:7]1[CH:8]=[CH:9][C:10]2[C:11](=[O:27])[C:12]3[C:17]([O:18][C:19]=2[C:20]=1[O:21][C:22]([CH3:26])([C:24]#[CH:25])[CH3:23])=[CH:16][CH:15]=[CH:14][CH:13]=3)([C:4]#[CH:5])[CH3:3].N1C2C(=CC=CC=2)C=CC=1, predict the reaction product. The product is: [CH3:3][C:2]([O:6][C:7]1[CH:8]=[CH:9][C:10]2[C:11](=[O:27])[C:12]3[C:17]([O:18][C:19]=2[C:20]=1[O:21][C:22]([CH3:26])([CH:24]=[CH2:25])[CH3:23])=[CH:16][CH:15]=[CH:14][CH:13]=3)([CH:4]=[CH2:5])[CH3:1]. (2) Given the reactants [CH2:1]([O:8][C:9]1[CH:36]=[CH:35][C:12]([CH2:13][N:14]([CH2:27][CH2:28][C:29]2[CH:34]=[CH:33][CH:32]=[CH:31][N:30]=2)[C:15](=[O:26])[CH2:16][CH2:17][CH2:18][CH2:19][C:20]2[CH:25]=[CH:24][CH:23]=[CH:22][CH:21]=2)=[CH:11][C:10]=1[O:37][CH2:38][C:39]([O:41]C(C)(C)C)=[O:40])[C:2]1[CH:7]=[CH:6][CH:5]=[CH:4][CH:3]=1, predict the reaction product. The product is: [CH2:1]([O:8][C:9]1[CH:36]=[CH:35][C:12]([CH2:13][N:14]([CH2:27][CH2:28][C:29]2[CH:34]=[CH:33][CH:32]=[CH:31][N:30]=2)[C:15](=[O:26])[CH2:16][CH2:17][CH2:18][CH2:19][C:20]2[CH:25]=[CH:24][CH:23]=[CH:22][CH:21]=2)=[CH:11][C:10]=1[O:37][CH2:38][C:39]([OH:41])=[O:40])[C:2]1[CH:3]=[CH:4][CH:5]=[CH:6][CH:7]=1. (3) Given the reactants FC(F)(F)C(O)=O.C([O:10][C:11](=[O:46])[C:12]1[CH:17]=[CH:16][C:15]([C:18]2[N:19]=[C:20]3[N:24]([CH:25]=2)[N:23]=[C:22]([C:26]2[CH:31]=[CH:30][C:29]([N:32]4[CH2:37][CH2:36][CH:35]([O:38][CH2:39][CH2:40][CH2:41][CH2:42][CH2:43][O:44][CH3:45])[CH2:34][CH2:33]4)=[CH:28][CH:27]=2)[S:21]3)=[CH:14][CH:13]=1)C.[OH-].[Na+].O.Cl, predict the reaction product. The product is: [CH3:45][O:44][CH2:43][CH2:42][CH2:41][CH2:40][CH2:39][O:38][CH:35]1[CH2:34][CH2:33][N:32]([C:29]2[CH:28]=[CH:27][C:26]([C:22]3[S:21][C:20]4=[N:19][C:18]([C:15]5[CH:14]=[CH:13][C:12]([C:11]([OH:46])=[O:10])=[CH:17][CH:16]=5)=[CH:25][N:24]4[N:23]=3)=[CH:31][CH:30]=2)[CH2:37][CH2:36]1. (4) The product is: [Cl:2][C:3]1[CH:9]=[CH:8][C:7]([O:10][CH3:11])=[C:6]2[C:4]=1[N:5]=[C:16]([C:13]([F:12])([F:14])[F:15])[CH:17]=[C:18]2[OH:25]. Given the reactants Cl.[Cl:2][C:3]1[CH:9]=[CH:8][C:7]([O:10][CH3:11])=[CH:6][C:4]=1[NH2:5].[F:12][C:13]([CH2:16][C:17](=O)[CH2:18]C(OCC)=O)([F:15])[F:14].[OH2:25], predict the reaction product. (5) Given the reactants [F:1][C:2]([F:13])([CH3:12])[CH2:3][C@H:4]([N:9]=[C:10]=[O:11])[C:5]([O:7]C)=[O:6].C(=O)([O-])O.[Na+].[CH2:19]1[C:24]2([CH2:29][CH2:28][CH2:27][CH2:26][CH2:25]2)[CH2:23][CH2:22][NH:21][CH2:20]1.[Li+].[OH-].Cl, predict the reaction product. The product is: [CH2:19]1[C:24]2([CH2:29][CH2:28][CH2:27][CH2:26][CH2:25]2)[CH2:23][CH2:22][N:21]([C:10]([NH:9][C@@H:4]([CH2:3][C:2]([F:13])([F:1])[CH3:12])[C:5]([OH:7])=[O:6])=[O:11])[CH2:20]1. (6) Given the reactants [O:1]1[CH:5]=[CH:4][C:3]([CH:6]=[O:7])=[CH:2]1.[CH2:8](O)[CH2:9][OH:10], predict the reaction product. The product is: [O:1]1[CH:5]=[CH:4][C:3]([CH:6]2[O:10][CH2:9][CH2:8][O:7]2)=[CH:2]1.